Dataset: Catalyst prediction with 721,799 reactions and 888 catalyst types from USPTO. Task: Predict which catalyst facilitates the given reaction. (1) Reactant: [C:1]1([C:30]2[CH:35]=[CH:34][CH:33]=[CH:32][CH:31]=2)[CH:6]=[CH:5][C:4]([C:7]2[N:8]([CH2:19][CH2:20][CH2:21][NH:22]C(=O)OC(C)(C)C)[C:9](=[N:12][C:13]3[CH:18]=[CH:17][CH:16]=[CH:15][CH:14]=3)[S:10][CH:11]=2)=[CH:3][CH:2]=1.Cl.O. Product: [NH2:22][CH2:21][CH2:20][CH2:19][N:8]1[C:7]([C:4]2[CH:5]=[CH:6][C:1]([C:30]3[CH:35]=[CH:34][CH:33]=[CH:32][CH:31]=3)=[CH:2][CH:3]=2)=[CH:11][S:10][C:9]1=[N:12][C:13]1[CH:18]=[CH:17][CH:16]=[CH:15][CH:14]=1. The catalyst class is: 12. (2) Reactant: [CH2:1]([N:8]([CH2:20][C:21]1[CH:30]=[CH:29][C:24]([C:25]([O:27][CH3:28])=[O:26])=[CH:23][CH:22]=1)[CH2:9][C:10]1[CH:19]=[CH:18][C:13]([C:14]([O:16][CH3:17])=[O:15])=[CH:12][CH:11]=1)[C:2]1[CH:7]=[CH:6][CH:5]=[CH:4][CH:3]=1.[ClH:31]. Product: [Cl-:31].[CH2:1]([NH+:8]([CH2:9][C:10]1[CH:19]=[CH:18][C:13]([C:14]([O:16][CH3:17])=[O:15])=[CH:12][CH:11]=1)[CH2:20][C:21]1[CH:30]=[CH:29][C:24]([C:25]([O:27][CH3:28])=[O:26])=[CH:23][CH:22]=1)[C:2]1[CH:3]=[CH:4][CH:5]=[CH:6][CH:7]=1. The catalyst class is: 27. (3) Reactant: [CH:1]1([C:4]2[N:5]=[CH:6][N:7]([C:9]3[C:14](F)=[CH:13][N:12]=[C:11]([C:16]([NH:18][C:19]4[N:20]=[C:21]([C:24]5[N:28]([CH:29]6[CH2:31][CH2:30]6)[CH:27]=[N:26][N:25]=5)[S:22][CH:23]=4)=[O:17])[CH:10]=3)[CH:8]=2)[CH2:3][CH2:2]1.C([O-])([O-])=O.[K+].[K+].[NH:38]1[CH2:43][CH2:42][O:41][CH2:40][CH2:39]1. Product: [CH:1]1([C:4]2[N:5]=[CH:6][N:7]([C:9]3[C:14]([N:38]4[CH2:43][CH2:42][O:41][CH2:40][CH2:39]4)=[CH:13][N:12]=[C:11]([C:16]([NH:18][C:19]4[N:20]=[C:21]([C:24]5[N:28]([CH:29]6[CH2:31][CH2:30]6)[CH:27]=[N:26][N:25]=5)[S:22][CH:23]=4)=[O:17])[CH:10]=3)[CH:8]=2)[CH2:3][CH2:2]1. The catalyst class is: 3. (4) Reactant: CCN(C(C)C)C(C)C.C1C=CC2N(O)N=NC=2C=1.CCN=C=NCCCN(C)C.[F:31][C:32]1[CH:37]=[CH:36][CH:35]=[CH:34][C:33]=1[N:38]1[CH:42]=[C:41]([C:43]([OH:45])=O)[N:40]=[N:39]1.FC1C=CC=CC=1N.[ClH:54].[NH2:55][CH2:56][C:57]([N:59]1[CH2:64][CH2:63][N:62]([C:65](=[O:74])[C:66]2[CH:71]=[C:70]([F:72])[CH:69]=[CH:68][C:67]=2Cl)[CH2:61][CH2:60]1)=[O:58].ClC1C=CC(F)=CC=1C(O)=O. Product: [Cl:54][C:67]1[CH:68]=[CH:69][C:70]([F:72])=[CH:71][C:66]=1[C:65]([N:62]1[CH2:61][CH2:60][N:59]([C:57](=[O:58])[CH2:56][NH:55][C:43]([C:41]2[N:40]=[N:39][N:38]([C:33]3[CH:34]=[CH:35][CH:36]=[CH:37][C:32]=3[F:31])[CH:42]=2)=[O:45])[CH2:64][CH2:63]1)=[O:74]. The catalyst class is: 18.